From a dataset of Catalyst prediction with 721,799 reactions and 888 catalyst types from USPTO. Predict which catalyst facilitates the given reaction. (1) Reactant: [Cl:1][C:2]1[CH:3]=[C:4]([C:9]2([C:22]([F:25])([F:24])[F:23])[O:13][N:12]=[C:11]([C:14]3[CH:15]=[CH:16][C:17]([CH3:21])=[C:18]([CH:20]=3)[NH2:19])[CH2:10]2)[CH:5]=[C:6]([Cl:8])[CH:7]=1.[C:26]1([CH3:35])[CH:31]=[CH:30][CH:29]=[C:28]([C:32](O)=[O:33])[CH:27]=1.Cl.C(N(CC)CCCN=C=NCC)C.C(=O)([O-])O.[Na+]. Product: [Cl:1][C:2]1[CH:3]=[C:4]([C:9]2([C:22]([F:23])([F:25])[F:24])[O:13][N:12]=[C:11]([C:14]3[CH:15]=[CH:16][C:17]([CH3:21])=[C:18]([NH:19][C:32](=[O:33])[C:28]4[CH:29]=[CH:30][CH:31]=[C:26]([CH3:35])[CH:27]=4)[CH:20]=3)[CH2:10]2)[CH:5]=[C:6]([Cl:8])[CH:7]=1. The catalyst class is: 9. (2) Reactant: [Cl:1][C:2]1[CH:10]=[CH:9][C:5]([C:6]([OH:8])=[O:7])=[C:4]([O:11][CH3:12])[CH:3]=1.C1C(=O)N([Cl:20])C(=O)C1.O. Product: [Cl:1][C:2]1[C:10]([Cl:20])=[CH:9][C:5]([C:6]([OH:8])=[O:7])=[C:4]([O:11][CH3:12])[CH:3]=1. The catalyst class is: 10. (3) Reactant: C([O:3][C:4]([C:6]1[C:7]([CH3:24])=[N:8][C:9]2[C:14]([C:15]=1[NH2:16])=[C:13]([O:17][CH2:18][CH:19]1[CH2:23][CH2:22][CH2:21][CH2:20]1)[CH:12]=[CH:11][CH:10]=2)=[O:5])C.[OH-].[Na+]. Product: [NH2:16][C:15]1[C:14]2[C:9](=[CH:10][CH:11]=[CH:12][C:13]=2[O:17][CH2:18][CH:19]2[CH2:23][CH2:22][CH2:21][CH2:20]2)[N:8]=[C:7]([CH3:24])[C:6]=1[C:4]([OH:5])=[O:3]. The catalyst class is: 14. (4) Reactant: [F:1][C:2]1[CH:7]=[CH:6][C:5]([N:8]2[C:16]3[C:11](=[CH:12][C:13]([C:17]([NH:19][CH3:20])=[O:18])=[CH:14][CH:15]=3)[CH:10]=[CH:9]2)=[CH:4][CH:3]=1.O.[C:22](O)(=O)[CH3:23]. Product: [F:1][C:2]1[CH:3]=[CH:4][C:5]([N:8]2[C:16]3[C:11](=[CH:12][C:13]([C:17]([NH:19][CH3:20])=[O:18])=[CH:14][CH:15]=3)[C:10]([C:3]3[CH2:4][CH2:5][NH:8][CH2:22][CH:23]=3)=[CH:9]2)=[CH:6][CH:7]=1. The catalyst class is: 55. (5) Reactant: Cl[C:2]1[C:3]2[CH2:11][N:10]([C:12]3[CH:19]=[CH:18][C:17]([CH3:20])=[CH:16][C:13]=3[C:14]#[N:15])[CH2:9][CH2:8][C:4]=2[N:5]=[CH:6][N:7]=1.[O:21]1[C:25]2[CH:26]=[CH:27][C:28]([CH2:30][NH2:31])=[CH:29][C:24]=2[N:23]=[CH:22]1.C(N(CC)C(C)C)(C)C. Product: [O:21]1[C:25]2[CH:26]=[CH:27][C:28]([CH2:30][NH:31][C:2]3[C:3]4[CH2:11][N:10]([C:12]5[CH:19]=[CH:18][C:17]([CH3:20])=[CH:16][C:13]=5[C:14]#[N:15])[CH2:9][CH2:8][C:4]=4[N:5]=[CH:6][N:7]=3)=[CH:29][C:24]=2[N:23]=[CH:22]1. The catalyst class is: 10. (6) Reactant: Br[CH2:2][C:3]([C:5]1[CH:10]=[CH:9][C:8]([Br:11])=[CH:7][C:6]=1[F:12])=[O:4].[CH3:13][O:14][C:15]([NH:17][C@@H:18]1[CH:26]2[C:27](=[O:34])[CH2:28][C@H:29]([C:31]([OH:33])=[O:32])[CH2:30][N:24]3[C:25]2=[C:21]([CH:22]=[CH:23]3)[CH2:20][CH2:19]1)=[O:16].C(N(C(C)C)CC)(C)C. Product: [Br:11][C:8]1[CH:9]=[CH:10][C:5]([C:3](=[O:4])[CH2:2][O:33][C:31]([C@@H:29]2[CH2:30][N:24]3[C:25]4[CH:26]([C@@H:18]([NH:17][C:15]([O:14][CH3:13])=[O:16])[CH2:19][CH2:20][C:21]=4[CH:22]=[CH:23]3)[C:27](=[O:34])[CH2:28]2)=[O:32])=[C:6]([F:12])[CH:7]=1. The catalyst class is: 10. (7) Reactant: [Si:1]([O:8][C@@H:9]1[C@@:28]2([CH3:29])[C:13](=[CH:14][CH:15]=[C:16]3[C@@H:27]2[CH2:26][CH2:25][C@@:24]2([CH3:30])[C@H:17]3[CH2:18][CH:19]=[C:20]2[C@@H:21]([OH:23])[CH3:22])[CH2:12][C@@H:11]([O:31][Si:32]([C:35]([CH3:38])([CH3:37])[CH3:36])([CH3:34])[CH3:33])[CH2:10]1)([C:4]([CH3:7])([CH3:6])[CH3:5])([CH3:3])[CH3:2].[H-].[Na+].C1OCCOCCOCCOCCOC1.Br[CH2:57][C:58]([O:60][C:61]([CH3:64])([CH3:63])[CH3:62])=[O:59]. Product: [Si:1]([O:8][C@@H:9]1[C@@:28]2([CH3:29])[C:13](=[CH:14][CH:15]=[C:16]3[C@@H:27]2[CH2:26][CH2:25][C@@:24]2([CH3:30])[C@H:17]3[CH2:18][CH:19]=[C:20]2[C@@H:21]([O:23][CH2:57][C:58]([O:60][C:61]([CH3:64])([CH3:63])[CH3:62])=[O:59])[CH3:22])[CH2:12][C@@H:11]([O:31][Si:32]([C:35]([CH3:37])([CH3:36])[CH3:38])([CH3:33])[CH3:34])[CH2:10]1)([C:4]([CH3:7])([CH3:6])[CH3:5])([CH3:3])[CH3:2]. The catalyst class is: 355.